Task: Binary Classification. Given a drug SMILES string, predict its activity (active/inactive) in a high-throughput screening assay against a specified biological target.. Dataset: M1 muscarinic receptor antagonist screen with 61,756 compounds (1) The drug is s1c(N(C(=O)c2cc(OC)c(OC)c(OC)c2)C)nnc1c1cccnc1. The result is 0 (inactive). (2) The result is 0 (inactive). The molecule is O1CCN(CCN2C(\C(C(=O)C2=O)=C(\O)c2ccc(cc2)C)c2c(OC)cccc2)CC1. (3) The compound is Clc1cc2[nH]c(=O)n(CCCC(=O)N(Cc3ccccc3)C)c(=O)c2cc1. The result is 0 (inactive). (4) The drug is Fc1c(NC(=O)Cn2nnc(c2C(OCC)=O)C(OCC)=O)cc(F)cc1. The result is 0 (inactive). (5) The compound is s1c(C(N2CC(OC(C2)C)C)c2ccc(cc2)C)c(O)n2nc(nc12)C. The result is 0 (inactive). (6) The compound is Clc1cc(NC(=O)Cc2ccccc2)c(N2CCN(CC2)C(=O)CC)cc1. The result is 0 (inactive).